This data is from Forward reaction prediction with 1.9M reactions from USPTO patents (1976-2016). The task is: Predict the product of the given reaction. (1) Given the reactants [OH:1][C:2]([CH3:35])([CH3:34])[CH2:3][C@@:4]1([C:28]2[CH:33]=[CH:32][CH:31]=[CH:30][CH:29]=2)[O:9][C:8](=[O:10])[N:7]([C@H:11]([C:13]2[CH:18]=[CH:17][C:16]([C:19]3[N:24]=[C:23]([C:25](O)=[O:26])[CH:22]=[CH:21][CH:20]=3)=[CH:15][CH:14]=2)[CH3:12])[CH2:6][CH2:5]1.[CH:36]1([NH2:39])[CH2:38][CH2:37]1, predict the reaction product. The product is: [CH:36]1([NH:39][C:25]([C:23]2[CH:22]=[CH:21][CH:20]=[C:19]([C:16]3[CH:15]=[CH:14][C:13]([C@@H:11]([N:7]4[CH2:6][CH2:5][C@:4]([CH2:3][C:2]([OH:1])([CH3:34])[CH3:35])([C:28]5[CH:33]=[CH:32][CH:31]=[CH:30][CH:29]=5)[O:9][C:8]4=[O:10])[CH3:12])=[CH:18][CH:17]=3)[N:24]=2)=[O:26])[CH2:38][CH2:37]1. (2) Given the reactants Cl[C:2]1[N:7]=[C:6]([C:8]2[C:16]3[C:11](=[CH:12][CH:13]=[C:14]([C:17]4[C:22]([F:23])=[CH:21][CH:20]=[CH:19][C:18]=4[F:24])[CH:15]=3)[N:10]([CH:25]3[CH2:30][CH2:29][CH2:28][CH2:27][O:26]3)[N:9]=2)[CH:5]=[N:4][CH:3]=1.C1(P(C2CCCCC2)C2C=CC=CC=2C2C(OC(C)C)=CC=CC=2OC(C)C)CCCCC1.COC(C)(C)C.CC(C)([O-])C.[Na+].[CH3:76][NH:77][CH:78]1[CH2:83][CH2:82][N:81]([C:84]([O:86][C:87]([CH3:90])([CH3:89])[CH3:88])=[O:85])[CH2:80][CH2:79]1, predict the reaction product. The product is: [F:24][C:18]1[CH:19]=[CH:20][CH:21]=[C:22]([F:23])[C:17]=1[C:14]1[CH:15]=[C:16]2[C:11](=[CH:12][CH:13]=1)[N:10]([CH:25]1[CH2:30][CH2:29][CH2:28][CH2:27][O:26]1)[N:9]=[C:8]2[C:6]1[N:7]=[C:2]([N:77]([CH3:76])[CH:78]2[CH2:79][CH2:80][N:81]([C:84]([O:86][C:87]([CH3:89])([CH3:88])[CH3:90])=[O:85])[CH2:82][CH2:83]2)[CH:3]=[N:4][CH:5]=1. (3) Given the reactants [Cl:1][C:2]1[CH:3]=[C:4]([C@H:9]2[C@H:14]([N:15]([CH3:28])[C:16](=[O:27])[C:17]3[CH:22]=[CH:21][C:20]([C:23]([F:26])([F:25])[F:24])=[CH:19][CH:18]=3)[CH2:13][CH2:12][NH:11][CH2:10]2)[CH:5]=[CH:6][C:7]=1[Cl:8].[CH:29]1([C:32]([N:34]2[CH2:39][CH2:38][CH:37]([C:40](O)=[O:41])[CH2:36][CH2:35]2)=[O:33])[CH2:31][CH2:30]1, predict the reaction product. The product is: [CH:29]1([C:32]([N:34]2[CH2:35][CH2:36][CH:37]([C:40]([N:11]3[CH2:12][CH2:13][C@@H:14]([N:15]([CH3:28])[C:16](=[O:27])[C:17]4[CH:22]=[CH:21][C:20]([C:23]([F:26])([F:24])[F:25])=[CH:19][CH:18]=4)[C@H:9]([C:4]4[CH:5]=[CH:6][C:7]([Cl:8])=[C:2]([Cl:1])[CH:3]=4)[CH2:10]3)=[O:41])[CH2:38][CH2:39]2)=[O:33])[CH2:30][CH2:31]1.